This data is from Forward reaction prediction with 1.9M reactions from USPTO patents (1976-2016). The task is: Predict the product of the given reaction. Given the reactants [Br:1][C:2]1[CH:7]=[CH:6][CH:5]=[C:4](Br)[N:3]=1.[CH3:9][O-:10].[Na+].CO, predict the reaction product. The product is: [Br:1][C:2]1[CH:7]=[CH:6][CH:5]=[C:4]([O:10][CH3:9])[N:3]=1.